From a dataset of Full USPTO retrosynthesis dataset with 1.9M reactions from patents (1976-2016). Predict the reactants needed to synthesize the given product. (1) Given the product [ClH:1].[CH2:7]([N:14]1[C:20](=[O:21])[CH:19]([NH:22][C:23](=[O:35])[C@@H:24]([NH:26][CH3:27])[CH3:25])[CH2:18][S:17](=[O:37])(=[O:36])[C:16]2[CH:38]=[CH:39][CH:40]=[CH:41][C:15]1=2)[C:8]1[CH:9]=[CH:10][CH:11]=[CH:12][CH:13]=1, predict the reactants needed to synthesize it. The reactants are: [ClH:1].CCOCC.[CH2:7]([N:14]1[C:20](=[O:21])[CH:19]([NH:22][C:23](=[O:35])[C@@H:24]([N:26](C)[C:27](=O)OC(C)(C)C)[CH3:25])[CH2:18][S:17](=[O:37])(=[O:36])[C:16]2[CH:38]=[CH:39][CH:40]=[CH:41][C:15]1=2)[C:8]1[CH:13]=[CH:12][CH:11]=[CH:10][CH:9]=1. (2) The reactants are: [CH:1]1([N:6]2[C:10]3[N:11]=[C:12]([NH:15][C:16]4[N:21]=[CH:20][C:19]([C:22]5[CH2:23][CH2:24][NH:25][CH2:26][CH:27]=5)=[CH:18][CH:17]=4)[N:13]=[CH:14][C:9]=3[C:8]3[CH:28]=[CH:29][N:30]=[CH:31][C:7]2=3)[CH2:5][CH2:4][CH2:3][CH2:2]1. Given the product [CH:1]1([N:6]2[C:10]3[N:11]=[C:12]([NH:15][C:16]4[CH:17]=[CH:18][C:19]([CH:22]5[CH2:27][CH2:26][NH:25][CH2:24][CH2:23]5)=[CH:20][N:21]=4)[N:13]=[CH:14][C:9]=3[C:8]3[CH:28]=[CH:29][N:30]=[CH:31][C:7]2=3)[CH2:2][CH2:3][CH2:4][CH2:5]1, predict the reactants needed to synthesize it. (3) Given the product [P:10](=[S:11])([Cl:14])([O:9][C:3]1[CH:2]=[CH:7][CH:6]=[CH:5][CH:4]=1)[O:9][C:3]1[CH:4]=[CH:5][CH:6]=[CH:7][CH:2]=1, predict the reactants needed to synthesize it. The reactants are: C[C:2]1[CH:7]=[CH:6][CH:5]=[C:4](C)[C:3]=1[OH:9].[P:10]([Cl:14])(Cl)(Cl)=[S:11].P(Cl)(Cl)(Cl)=O. (4) Given the product [CH3:1][C:2]1([CH3:14])[O:6][C@H:5]([CH2:7][N:8]2[CH:12]=[CH:11][C:10]([NH:13][C:24](=[O:25])[CH:23]([N:19]3[C:20](=[O:22])[CH:21]=[C:16]([I:15])[CH:17]=[N:18]3)[CH2:27][CH:28]([CH3:30])[CH3:29])=[N:9]2)[CH2:4][O:3]1, predict the reactants needed to synthesize it. The reactants are: [CH3:1][C:2]1([CH3:14])[O:6][C@H:5]([CH2:7][N:8]2[CH:12]=[CH:11][C:10]([NH2:13])=[N:9]2)[CH2:4][O:3]1.[I:15][C:16]1[CH:17]=[N:18][N:19]([CH:23]([CH2:27][CH:28]([CH3:30])[CH3:29])[C:24](O)=[O:25])[C:20](=[O:22])[CH:21]=1.Cl.CN(C)CCCN=C=NCC. (5) Given the product [CH3:2][O:3][CH:4]=[CH:40][C:38]1[CH:37]=[CH:36][N:35]=[C:34]([S:33][CH3:32])[N:39]=1, predict the reactants needed to synthesize it. The reactants are: [Cl-].[CH3:2][O:3][CH2:4][P+](C1C=CC=CC=1)(C1C=CC=CC=1)C1C=CC=CC=1.C([N-]C(C)C)(C)C.[Li+].[CH3:32][S:33][C:34]1[N:39]=[C:38]([CH:40]=O)[CH:37]=[CH:36][N:35]=1.[Cl-].[NH4+].